From a dataset of NCI-60 drug combinations with 297,098 pairs across 59 cell lines. Regression. Given two drug SMILES strings and cell line genomic features, predict the synergy score measuring deviation from expected non-interaction effect. (1) Drug 1: CC12CCC(CC1=CCC3C2CCC4(C3CC=C4C5=CN=CC=C5)C)O. Drug 2: CC1=C2C(C(=O)C3(C(CC4C(C3C(C(C2(C)C)(CC1OC(=O)C(C(C5=CC=CC=C5)NC(=O)C6=CC=CC=C6)O)O)OC(=O)C7=CC=CC=C7)(CO4)OC(=O)C)O)C)OC(=O)C. Cell line: SF-295. Synergy scores: CSS=33.9, Synergy_ZIP=6.67, Synergy_Bliss=9.40, Synergy_Loewe=7.82, Synergy_HSA=11.8. (2) Drug 1: COC1=C(C=C2C(=C1)N=CN=C2NC3=CC(=C(C=C3)F)Cl)OCCCN4CCOCC4. Drug 2: CC1=C2C(C(=O)C3(C(CC4C(C3C(C(C2(C)C)(CC1OC(=O)C(C(C5=CC=CC=C5)NC(=O)OC(C)(C)C)O)O)OC(=O)C6=CC=CC=C6)(CO4)OC(=O)C)O)C)O. Cell line: SK-OV-3. Synergy scores: CSS=64.4, Synergy_ZIP=4.77, Synergy_Bliss=4.24, Synergy_Loewe=7.82, Synergy_HSA=10.2. (3) Synergy scores: CSS=31.6, Synergy_ZIP=-3.85, Synergy_Bliss=1.67, Synergy_Loewe=0.559, Synergy_HSA=0.682. Cell line: HCT-15. Drug 2: C1CC(=O)NC(=O)C1N2C(=O)C3=CC=CC=C3C2=O. Drug 1: C1CCC(CC1)NC(=O)N(CCCl)N=O.